This data is from Full USPTO retrosynthesis dataset with 1.9M reactions from patents (1976-2016). The task is: Predict the reactants needed to synthesize the given product. (1) Given the product [C:26]([CH2:25][C:21]1([NH:20][C:17]([C:7]2[CH:6]=[CH:5][C:4]([CH:1]3[CH2:2][CH2:3]3)=[C:9]([S:10]([CH2:13][CH:14]([CH3:15])[CH3:16])(=[O:11])=[O:12])[N:8]=2)=[O:19])[CH2:24][O:23][CH2:22]1)(=[O:27])[NH2:28], predict the reactants needed to synthesize it. The reactants are: [CH:1]1([C:4]2[CH:5]=[CH:6][C:7]([C:17]([OH:19])=O)=[N:8][C:9]=2[S:10]([CH2:13][CH:14]([CH3:16])[CH3:15])(=[O:12])=[O:11])[CH2:3][CH2:2]1.[NH2:20][C:21]1([CH2:25][C:26]([NH2:28])=[O:27])[CH2:24][O:23][CH2:22]1.CN(C(ON1N=NC2C=CC=CC1=2)=[N+](C)C)C.[B-](F)(F)(F)F.CCN(C(C)C)C(C)C. (2) Given the product [Cl-:33].[C:14]([C:18]1[N:23]=[C:22]([N:24]2[CH2:29][CH2:28][NH+:27]([CH2:30][CH2:31][CH2:32][N:1]3[C:10]4[C:5](=[CH:6][CH:7]=[CH:8][CH:9]=4)[CH2:4][CH2:3][C:2]3=[O:11])[CH2:26][CH2:25]2)[CH:21]=[C:20]([C:34]([F:35])([F:36])[F:37])[N:19]=1)([CH3:15])([CH3:16])[CH3:17], predict the reactants needed to synthesize it. The reactants are: [NH:1]1[C:10]2[C:5](=[CH:6][CH:7]=[CH:8][CH:9]=2)[CH2:4][CH2:3][C:2]1=[O:11].[H-].[Na+].[C:14]([C:18]1[N:23]=[C:22]([N:24]2[CH2:29][CH2:28][N:27]([CH2:30][CH2:31][CH2:32][Cl:33])[CH2:26][CH2:25]2)[CH:21]=[C:20]([C:34]([F:37])([F:36])[F:35])[N:19]=1)([CH3:17])([CH3:16])[CH3:15]. (3) Given the product [CH2:1]([N:8]1[CH2:12][CH2:11][C@@H:10]([N:13]2[CH2:14][CH2:15][C:16]3[C:17](=[CH:18][CH:19]=[C:20]([O:22][CH3:23])[CH:21]=3)[C:25]2=[O:26])[CH2:9]1)[C:2]1[CH:7]=[CH:6][CH:5]=[CH:4][CH:3]=1, predict the reactants needed to synthesize it. The reactants are: [CH2:1]([N:8]1[CH2:12][CH2:11][C@@H:10]([NH:13][CH2:14][CH2:15][C:16]2[CH:21]=[C:20]([O:22][CH3:23])[CH:19]=[CH:18][C:17]=2I)[CH2:9]1)[C:2]1[CH:7]=[CH:6][CH:5]=[CH:4][CH:3]=1.[CH3:25][OH:26]. (4) The reactants are: [NH2:1][CH2:2][CH2:3][C:4]1[CH:9]=[CH:8][C:7]([S:10]([NH2:13])(=[O:12])=[O:11])=[CH:6][CH:5]=1.[C:14]1(=[O:20])[O:19][C:17](=[O:18])[CH2:16][CH2:15]1. Given the product [O:20]=[C:14]([NH:1][CH2:2][CH2:3][C:4]1[CH:5]=[CH:6][C:7]([S:10](=[O:11])(=[O:12])[NH2:13])=[CH:8][CH:9]=1)[CH2:15][CH2:16][C:17]([OH:19])=[O:18], predict the reactants needed to synthesize it. (5) Given the product [F:1][C:2]1[CH:7]=[CH:6][C:5](/[C:8](/[C:24]2[CH:25]=[CH:26][C:27]([C:30]#[C:31][CH2:32][N:33]3[CH:38]=[CH:40][CH:39]=[N:42]3)=[CH:28][CH:29]=2)=[CH:9]/[CH2:10][O:11][C:12]2[CH:22]=[CH:21][C:15]([O:16][CH2:17][C:18]([O:47][CH3:48])=[O:20])=[C:14]([CH3:23])[CH:13]=2)=[CH:4][CH:3]=1, predict the reactants needed to synthesize it. The reactants are: [F:1][C:2]1[CH:7]=[CH:6][C:5](/[C:8](/[C:24]2[CH:29]=[CH:28][C:27]([C:30]#[C:31][CH2:32][N:33]3[CH2:38]COCC3)=[CH:26][CH:25]=2)=[CH:9]/[CH2:10][O:11][C:12]2[CH:22]=[CH:21][C:15]([O:16][CH2:17][C:18]([OH:20])=O)=[C:14]([CH3:23])[CH:13]=2)=[CH:4][CH:3]=1.[CH2:39]([N:42]1C=CC=N1)[C:40]#C.[O:47]1CCC[CH2:48]1. (6) Given the product [CH:1]1([C:4]2[C:12]3[C:11]([NH2:13])=[CH:10][CH:9]=[CH:8][C:7]=3[N:6]([CH2:16][C:17]3[N:18]=[C:19]([CH3:22])[O:20][CH:21]=3)[N:5]=2)[CH2:2][CH2:3]1, predict the reactants needed to synthesize it. The reactants are: [CH:1]1([C:4]2[C:12]3[C:7](=[CH:8][CH:9]=[CH:10][C:11]=3[N+:13]([O-])=O)[N:6]([CH2:16][C:17]3[N:18]=[C:19]([CH3:22])[O:20][CH:21]=3)[N:5]=2)[CH2:3][CH2:2]1.[Cl-].[NH4+]. (7) Given the product [CH:15]1([NH:14][C:5]2[C:4]3[C:9](=[CH:10][CH:11]=[C:2]([NH:1][CH2:33][CH2:32][N:26]4[CH2:31][CH2:30][O:29][CH2:28][CH2:27]4)[CH:3]=3)[N:8]=[CH:7][C:6]=2[C:12]#[N:13])[CH2:16][CH2:17][CH2:18][CH2:19][CH2:20][CH2:21]1, predict the reactants needed to synthesize it. The reactants are: [NH2:1][C:2]1[CH:3]=[C:4]2[C:9](=[CH:10][CH:11]=1)[N:8]=[CH:7][C:6]([C:12]#[N:13])=[C:5]2[NH:14][CH:15]1[CH2:21][CH2:20][CH2:19][CH2:18][CH2:17][CH2:16]1.[BH3-]C#N.[Na+].[N:26]1([CH2:32][CH:33]=O)[CH2:31][CH2:30][O:29][CH2:28][CH2:27]1.C([O-])(O)=O.[Na+]. (8) Given the product [C:1]1([CH3:20])[CH:2]=[CH:3][C:4]([N:7]2[C:11]([NH:12][C:28](=[O:29])[O:30][C:31]3[CH:36]=[CH:35][CH:34]=[CH:33][CH:32]=3)=[CH:10][C:9]([C:13]3([C:16]([F:18])([F:19])[F:17])[CH2:15][CH2:14]3)=[N:8]2)=[CH:5][CH:6]=1, predict the reactants needed to synthesize it. The reactants are: [C:1]1([CH3:20])[CH:6]=[CH:5][C:4]([N:7]2[C:11]([NH2:12])=[CH:10][C:9]([C:13]3([C:16]([F:19])([F:18])[F:17])[CH2:15][CH2:14]3)=[N:8]2)=[CH:3][CH:2]=1.C([O-])([O-])=O.[K+].[K+].Cl[C:28]([O:30][C:31]1[CH:36]=[CH:35][CH:34]=[CH:33][CH:32]=1)=[O:29]. (9) Given the product [ClH:27].[ClH:27].[CH3:20][C@H:10]1[C@@H:11]([N:14]2[CH2:18][CH2:17][CH2:16][CH2:15]2)[CH2:12][CH2:13][NH:8][CH2:9]1, predict the reactants needed to synthesize it. The reactants are: C(OC([N:8]1[CH2:13][CH2:12][C@H:11]([N:14]2[CH2:18][CH2:17][CH2:16][C:15]2=O)[C@H:10]([CH3:20])[CH2:9]1)=O)(C)(C)C.[H-].[Al+3].[Li+].[H-].[H-].[H-].[ClH:27].